The task is: Predict the product of the given reaction.. This data is from Forward reaction prediction with 1.9M reactions from USPTO patents (1976-2016). (1) Given the reactants Br[C:2]1[C:3]([C@@H:8]([NH:18][C:19](=[O:31])[CH2:20][C:21]2[C:29]3[C:24](=[CH:25][CH:26]=[C:27]([OH:30])[CH:28]=3)[NH:23][CH:22]=2)[CH2:9][C:10]2[CH:15]=[C:14]([F:16])[CH:13]=[C:12]([F:17])[CH:11]=2)=[N:4][CH:5]=[CH:6][CH:7]=1.C(=O)([O-])[O-].[K+].[K+].[C:38]([C:40]1[CH:41]=[C:42](B(O)O)[CH:43]=[CH:44][CH:45]=1)#[N:39], predict the reaction product. The product is: [C:38]([C:40]1[CH:45]=[C:44]([C:2]2[C:3]([C@@H:8]([NH:18][C:19](=[O:31])[CH2:20][C:21]3[C:29]4[C:24](=[CH:25][CH:26]=[C:27]([OH:30])[CH:28]=4)[NH:23][CH:22]=3)[CH2:9][C:10]3[CH:11]=[C:12]([F:17])[CH:13]=[C:14]([F:16])[CH:15]=3)=[N:4][CH:5]=[CH:6][CH:7]=2)[CH:43]=[CH:42][CH:41]=1)#[N:39]. (2) The product is: [CH3:1][O:2][C:3]([C:5]1[C:10]([Cl:26])=[N:9][C:8]([O:12][CH3:13])=[C:7]([Cl:14])[N:6]=1)=[O:4]. Given the reactants [CH3:1][O:2][C:3]([C:5]1[C:10](N)=[N:9][C:8]([O:12][CH3:13])=[C:7]([Cl:14])[N:6]=1)=[O:4].N([O-])=O.[Na+].C(OCC)(=O)C.O.[ClH:26], predict the reaction product. (3) The product is: [Cl:13][C:12]1[C:3]2[CH2:2][N:29]([CH:27]([C:24]3[CH:25]=[CH:26][C:21]([O:20][C:16]([F:15])([F:30])[CH:17]([F:18])[F:19])=[CH:22][CH:23]=3)[CH3:28])[C:5](=[O:7])[C:4]=2[CH:9]=[CH:10][N:11]=1. Given the reactants Br[CH2:2][C:3]1[C:12]([Cl:13])=[N:11][CH:10]=[CH:9][C:4]=1[C:5]([O:7]C)=O.Cl.[F:15][C:16]([F:30])([O:20][C:21]1[CH:26]=[CH:25][C:24]([CH:27]([NH2:29])[CH3:28])=[CH:23][CH:22]=1)[CH:17]([F:19])[F:18], predict the reaction product. (4) Given the reactants [NH2:1][CH2:2][C:3]([NH:5][C@H:6]1[CH2:11][CH2:10][C@@H:9]([NH:12][C:13]([CH3:16])([CH3:15])[CH3:14])[CH2:8][C@H:7]1[CH2:17][CH2:18][CH2:19][CH3:20])=[O:4].Cl[C:22]1[C:31]2[C:26](=[CH:27][CH:28]=[C:29]([Cl:32])[CH:30]=2)[N:25]=[CH:24][N:23]=1.C(N(CC)CC)C, predict the reaction product. The product is: [CH2:17]([C@@H:7]1[CH2:8][C@H:9]([NH:12][C:13]([CH3:14])([CH3:15])[CH3:16])[CH2:10][CH2:11][C@@H:6]1[NH:5][C:3](=[O:4])[CH2:2][NH:1][C:22]1[C:31]2[C:26](=[CH:27][CH:28]=[C:29]([Cl:32])[CH:30]=2)[N:25]=[CH:24][N:23]=1)[CH2:18][CH2:19][CH3:20]. (5) The product is: [CH3:1][O:2][C:3](=[O:13])[C:4]1[CH:9]=[CH:8][C:7]([NH:10][C:21](=[O:23])[CH3:22])=[CH:6][C:5]=1[O:11][CH3:12]. Given the reactants [CH3:1][O:2][C:3](=[O:13])[C:4]1[CH:9]=[CH:8][C:7]([NH2:10])=[CH:6][C:5]=1[O:11][CH3:12].C(N(CC)CC)C.[C:21](O)(=[O:23])[CH3:22].C(=O)(O)[O-].[Na+], predict the reaction product. (6) The product is: [Cl:20][CH2:21][CH2:22][S:23]([O:1][N:2]1[C:11](=[O:12])[CH:10]2[CH:5]([CH:6]3[CH2:13][CH:9]2[CH:8]=[CH:7]3)[C:3]1=[O:4])(=[O:25])=[O:24]. Given the reactants [OH:1][N:2]1[C:11](=[O:12])[CH:10]2[CH:5]([CH:6]3[CH2:13][CH:9]2[CH:8]=[CH:7]3)[C:3]1=[O:4].N1C=CC=CC=1.[Cl:20][CH2:21][CH2:22][S:23](Cl)(=[O:25])=[O:24].Cl, predict the reaction product. (7) Given the reactants [C:1]([O:4][CH:5](C)[C:6]([Cl:11])([Cl:10])[CH:7]([Cl:9])[Cl:8])(=[O:3])[CH3:2].C(OC(C)C(Cl)=C(Cl)Cl)(=O)C.Cl, predict the reaction product. The product is: [C:1]([O:4][CH2:5][CH3:6])(=[O:3])[CH3:2].[Cl:8][C:7]([Cl:9])=[C:6]([Cl:11])[Cl:10].